From a dataset of Catalyst prediction with 721,799 reactions and 888 catalyst types from USPTO. Predict which catalyst facilitates the given reaction. Reactant: [CH3:1][NH:2][C@H:3]1[C:12]2[C:7](=[CH:8][CH:9]=[CH:10][CH:11]=2)[CH2:6][CH2:5][C@@H:4]1[CH3:13].C(N(CC)CC)C.[CH3:21][C:22]1[N:26]([CH2:27][C:28]([N:30]2[CH2:35][CH2:34][CH:33]([C:36]3[S:37][CH:38]=[C:39]([C:41](Cl)=[O:42])[N:40]=3)[CH2:32][CH2:31]2)=[O:29])[N:25]=[C:24]([C:44]([F:47])([F:46])[F:45])[CH:23]=1. Product: [CH3:1][N:2]([C@H:3]1[C:12]2[C:7](=[CH:8][CH:9]=[CH:10][CH:11]=2)[CH2:6][CH2:5][C@@H:4]1[CH3:13])[C:41]([C:39]1[N:40]=[C:36]([CH:33]2[CH2:34][CH2:35][N:30]([C:28](=[O:29])[CH2:27][N:26]3[C:22]([CH3:21])=[CH:23][C:24]([C:44]([F:45])([F:47])[F:46])=[N:25]3)[CH2:31][CH2:32]2)[S:37][CH:38]=1)=[O:42]. The catalyst class is: 4.